This data is from Forward reaction prediction with 1.9M reactions from USPTO patents (1976-2016). The task is: Predict the product of the given reaction. (1) Given the reactants [O:1]=[C:2]1[C:10]2([C:22]3[C:13](=[CH:14][C:15]4[O:20][CH2:19][CH2:18][O:17][C:16]=4[CH:21]=3)[O:12][CH2:11]2)[C:9]2[C:4](=[CH:5][CH:6]=[CH:7][CH:8]=2)[N:3]1[CH2:23][C:24]1[CH:25]=[C:26]([CH:30]=[CH:31][CH:32]=1)[C:27]([NH2:29])=[O:28].CO[C:35](OC)([N:37](C)C)[CH3:36].Cl.NO.[OH-].[Na+], predict the reaction product. The product is: [CH3:36][C:35]1[N:29]=[C:27]([C:26]2[CH:25]=[C:24]([CH:32]=[CH:31][CH:30]=2)[CH2:23][N:3]2[C:4]3[C:9](=[CH:8][CH:7]=[CH:6][CH:5]=3)[C:10]3([C:22]4[C:13](=[CH:14][C:15]5[O:20][CH2:19][CH2:18][O:17][C:16]=5[CH:21]=4)[O:12][CH2:11]3)[C:2]2=[O:1])[O:28][N:37]=1. (2) Given the reactants [CH3:1][C:2]1[N:3]=[C:4]([NH:8][C:9]([C:11]23[CH2:20][CH:15]4[CH2:16][CH:17]([CH2:19][CH:13]([CH2:14]4)[CH2:12]2)[CH2:18]3)=[O:10])[S:5][C:6]=1[CH3:7].CC(C)([O-])C.[K+].Cl[CH2:28][C:29]1[CH:34]=[CH:33][N:32]=[CH:31][CH:30]=1, predict the reaction product. The product is: [CH3:1][C:2]1[N:3]([CH2:28][C:29]2[CH:34]=[CH:33][N:32]=[CH:31][CH:30]=2)[C:4](=[N:8][C:9]([C:11]23[CH2:20][CH:15]4[CH2:16][CH:17]([CH2:19][CH:13]([CH2:14]4)[CH2:12]2)[CH2:18]3)=[O:10])[S:5][C:6]=1[CH3:7].